From a dataset of Full USPTO retrosynthesis dataset with 1.9M reactions from patents (1976-2016). Predict the reactants needed to synthesize the given product. Given the product [CH2:14]([O:1][CH2:2][CH2:3][NH:4][C:5](=[O:11])[O:6][C:7]([CH3:8])([CH3:10])[CH3:9])[C:15]1[CH:20]=[CH:19][CH:18]=[CH:17][CH:16]=1, predict the reactants needed to synthesize it. The reactants are: [OH:1][CH2:2][CH2:3][NH:4][C:5](=[O:11])[O:6][C:7]([CH3:10])([CH3:9])[CH3:8].[OH-].[Na+].[CH2:14](Br)[C:15]1[CH:20]=[CH:19][CH:18]=[CH:17][CH:16]=1.